From a dataset of Full USPTO retrosynthesis dataset with 1.9M reactions from patents (1976-2016). Predict the reactants needed to synthesize the given product. (1) The reactants are: [Br-].[CH3:2][C:3]1[CH:4]=[C:5]([CH:26]=[C:27]([CH3:29])[CH:28]=1)[CH2:6][P+](C1C=CC=CC=1)(C1C=CC=CC=1)C1C=CC=CC=1.[O:30]=[C:31]1[C:39]2[C:34](=[CH:35][CH:36]=[CH:37][CH:38]=2)[C:33](=[O:40])[N:32]1[CH2:41][CH2:42][CH2:43][C:44]1[CH:45]=[C:46]([CH:49]=[CH:50][CH:51]=1)[CH:47]=O. Given the product [CH3:29][C:27]1[CH:26]=[C:5]([CH:4]=[C:3]([CH3:2])[CH:28]=1)/[CH:6]=[CH:47]/[C:46]1[CH:45]=[C:44]([CH2:43][CH2:42][CH2:41][N:32]2[C:33](=[O:40])[C:34]3[C:39](=[CH:38][CH:37]=[CH:36][CH:35]=3)[C:31]2=[O:30])[CH:51]=[CH:50][CH:49]=1, predict the reactants needed to synthesize it. (2) Given the product [C:1]([S@@:5]([NH:7][C@@H:8]1[C:9]2[C:10](=[CH:11][CH:12]=[CH:13][C:14]=2[F:15])[CH2:16][C@H:17]1[C:18]([O:20][C:21]([CH3:24])([CH3:23])[CH3:22])=[O:19])=[O:6])([CH3:4])([CH3:3])[CH3:2], predict the reactants needed to synthesize it. The reactants are: [C:1]([S@@:5](/[N:7]=[CH:8]/[C:9]1[C:14]([F:15])=[CH:13][CH:12]=[CH:11][C:10]=1[CH2:16][CH2:17][C:18]([O:20][C:21]([CH3:24])([CH3:23])[CH3:22])=[O:19])=[O:6])([CH3:4])([CH3:3])[CH3:2].C[Si]([N-][Si](C)(C)C)(C)C.[Li+].[Cl-].[NH4+].C(OCC)(=O)C. (3) Given the product [CH3:9][O:8][C:6](=[O:7])[C:5]1[CH:10]=[CH:11][C:2]([NH:12][C:13]2[CH:18]=[CH:17][CH:16]=[CH:15][CH:14]=2)=[CH:3][CH:4]=1, predict the reactants needed to synthesize it. The reactants are: Br[C:2]1[CH:11]=[CH:10][C:5]([C:6]([O:8][CH3:9])=[O:7])=[CH:4][CH:3]=1.[NH2:12][C:13]1[CH:18]=[CH:17][CH:16]=[CH:15][CH:14]=1.